This data is from Peptide-MHC class II binding affinity with 134,281 pairs from IEDB. The task is: Regression. Given a peptide amino acid sequence and an MHC pseudo amino acid sequence, predict their binding affinity value. This is MHC class II binding data. (1) The peptide sequence is SQDLELTWNLNGLQAY. The MHC is HLA-DQA10101-DQB10501 with pseudo-sequence HLA-DQA10101-DQB10501. The binding affinity (normalized) is 0.534. (2) The peptide sequence is EYIEAAKWLLPPPKV. The MHC is DRB1_1302 with pseudo-sequence DRB1_1302. The binding affinity (normalized) is 0.511.